This data is from Catalyst prediction with 721,799 reactions and 888 catalyst types from USPTO. The task is: Predict which catalyst facilitates the given reaction. (1) Reactant: [C:1]([O:4][CH:5]1[CH2:10][CH:9]([C:11]2[CH:16]=[CH:15][N:14]=[CH:13][C:12]=2[N+:17]([O-])=O)[O:8][CH:7]([CH3:20])[CH:6]1[O:21][Si:22]([C:25]([CH3:28])([CH3:27])[CH3:26])([CH3:24])[CH3:23])(=[O:3])[CH3:2]. Product: [C:1]([O:4][CH:5]1[CH2:10][CH:9]([C:11]2[CH:16]=[CH:15][N:14]=[CH:13][C:12]=2[NH2:17])[O:8][CH:7]([CH3:20])[CH:6]1[O:21][Si:22]([C:25]([CH3:26])([CH3:28])[CH3:27])([CH3:23])[CH3:24])(=[O:3])[CH3:2]. The catalyst class is: 50. (2) Reactant: [Br:1][C:2]1[CH:7]=[C:6]([CH3:8])[C:5]([CH:9]2[C:13](=[O:14])[CH:12]=[CH:11][C:10]2=[O:15])=[C:4]([CH3:16])[CH:3]=1. Product: [Br:1][C:2]1[CH:3]=[C:4]([CH3:16])[C:5]([CH:9]2[C:13](=[O:14])[CH2:12][CH2:11][C:10]2=[O:15])=[C:6]([CH3:8])[CH:7]=1. The catalyst class is: 183. (3) Reactant: [F:1][C:2]1[CH:3]=[CH:4][C:5]([CH3:33])=[C:6]([CH:32]=1)[O:7][CH2:8][C:9]1[C:10]([C:23]2[CH:28]=[CH:27][C:26]([OH:29])=[CH:25][C:24]=2[O:30][CH3:31])=[CH:11][CH:12]=[C:13]2[C:18]=1[N:17]([CH3:19])[C:16](=[O:20])[C:15]([CH3:22])([CH3:21])[NH:14]2.C(N(CC)CC)C.[Cl:41][C:42]1[CH:43]=[C:44]([N:48]=[C:49]=[O:50])[CH:45]=[CH:46][CH:47]=1. Product: [Cl:41][C:42]1[CH:43]=[C:44]([NH:48][C:49]([O:29][C:26]2[CH:27]=[CH:28][C:23]([C:10]3[C:9]([CH2:8][O:7][C:6]4[CH:32]=[C:2]([F:1])[CH:3]=[CH:4][C:5]=4[CH3:33])=[C:18]4[C:13]([NH:14][C:15]([CH3:22])([CH3:21])[C:16](=[O:20])[N:17]4[CH3:19])=[CH:12][CH:11]=3)=[C:24]([O:30][CH3:31])[CH:25]=2)=[O:50])[CH:45]=[CH:46][CH:47]=1. The catalyst class is: 4. (4) Reactant: [CH3:1][O:2][C:3](=[O:18])[C:4]1[CH:9]=[CH:8][C:7]([CH3:10])=[CH:6][C:5]=1[O:11][CH2:12][CH2:13][CH2:14][CH2:15][O:16][CH3:17].Br[N:20]1[C:24](=O)[CH2:23][CH2:22][C:21]1=O.C(OOC(=O)C1C=CC=CC=1)(=[O:34])C1C=CC=CC=1. Product: [CH3:1][O:2][C:3](=[O:18])[C:4]1[CH:9]=[CH:8][C:7]([CH2:10][N:20]2[CH2:24][CH2:23][O:34][CH2:22][CH2:21]2)=[CH:6][C:5]=1[O:11][CH2:12][CH2:13][CH2:14][CH2:15][O:16][CH3:17]. The catalyst class is: 53. (5) Reactant: C(=O)([O-])[O-].[K+].[K+].[CH2:7]([O:11][C:12]1[N:17]=[CH:16][C:15]([OH:18])=[CH:14][CH:13]=1)[CH:8]([CH3:10])[CH3:9].[Br:19][C:20]1[CH:21]=[C:22]([CH:25]=[CH:26][C:27]=1F)[C:23]#[N:24]. Product: [Br:19][C:20]1[CH:21]=[C:22]([CH:25]=[CH:26][C:27]=1[O:18][C:15]1[CH:16]=[N:17][C:12]([O:11][CH2:7][CH:8]([CH3:10])[CH3:9])=[CH:13][CH:14]=1)[C:23]#[N:24]. The catalyst class is: 58. (6) Reactant: [CH3:1][N:2]([CH3:35])[C:3]1([C:29]2[CH:34]=[CH:33][CH:32]=[CH:31][CH:30]=2)[CH2:8][CH2:7][CH:6]([CH2:9][NH:10][C:11]([N:13]2[CH2:18][CH:17]=[C:16]([C:19]3[C:27]4[C:22](=[CH:23][CH:24]=[C:25]([F:28])[CH:26]=4)[NH:21][CH:20]=3)[CH2:15][CH2:14]2)=[O:12])[CH2:5][CH2:4]1.[C:36]([OH:48])(=[O:47])[CH2:37][C:38]([CH2:43][C:44]([OH:46])=[O:45])([C:40]([OH:42])=[O:41])[OH:39]. Product: [C:36]([OH:48])(=[O:47])[CH2:37][C:38]([CH2:43][C:44]([OH:46])=[O:45])([C:40]([OH:42])=[O:41])[OH:39].[CH3:1][N:2]([CH3:35])[C:3]1([C:29]2[CH:30]=[CH:31][CH:32]=[CH:33][CH:34]=2)[CH2:4][CH2:5][CH:6]([CH2:9][NH:10][C:11]([N:13]2[CH2:14][CH:15]=[C:16]([C:19]3[C:27]4[C:22](=[CH:23][CH:24]=[C:25]([F:28])[CH:26]=4)[NH:21][CH:20]=3)[CH2:17][CH2:18]2)=[O:12])[CH2:7][CH2:8]1. The catalyst class is: 8. (7) Reactant: [Cl:1][C:2]1[C:7]([I:8])=[CH:6][C:5]([NH:9][CH:10]([CH3:15])[C:11]([O:13]C)=[O:12])=[C:4]([O:16][CH3:17])[CH:3]=1.O1CCCC1.O[Li].O. The catalyst class is: 6. Product: [Cl:1][C:2]1[C:7]([I:8])=[CH:6][C:5]([NH:9][CH:10]([CH3:15])[C:11]([OH:13])=[O:12])=[C:4]([O:16][CH3:17])[CH:3]=1. (8) Reactant: [O:1]1[C:6]2[CH:7]=[CH:8][C:9]([C:11]3[N:12]=[C:13]4[CH:18]=[CH:17][CH:16]=[CH:15][N:14]4[CH:19]=3)=[CH:10][C:5]=2[CH2:4][CH2:3][CH2:2]1.[C:20]([O:24][CH2:25][CH3:26])(=[O:23])[CH:21]=[O:22].C1(C)C=CC=CC=1.C1(C)C=CC(S(O)(=O)=O)=CC=1. Product: [O:1]1[C:6]2[CH:7]=[CH:8][C:9]([C:11]3[N:12]=[C:13]4[CH:18]=[CH:17][CH:16]=[CH:15][N:14]4[C:19]=3[CH:21]([OH:22])[C:20]([O:24][CH2:25][CH3:26])=[O:23])=[CH:10][C:5]=2[CH2:4][CH2:3][CH2:2]1. The catalyst class is: 8. (9) Product: [NH2:13][C:10]1[CH:11]=[CH:12][C:7]([N:1]2[CH2:6][CH2:5][O:4][CH2:3][CH2:2]2)=[C:8]([CH2:16][OH:17])[CH:9]=1. Reactant: [N:1]1([C:7]2[CH:12]=[CH:11][C:10]([N+:13]([O-])=O)=[CH:9][C:8]=2[CH2:16][OH:17])[CH2:6][CH2:5][O:4][CH2:3][CH2:2]1. The catalyst class is: 421. (10) Reactant: [NH:1]([C:30]([CH3:32])=[O:31])[C@H:2]([C:7]([NH:9][C@H:10]([C:15]([NH:17][C@H:18]([C:26]([O:28]C)=[O:27])[CH2:19][C:20]1[CH:25]=[CH:24][CH:23]=[CH:22][CH:21]=1)=[O:16])[CH2:11][CH:12]([CH3:14])[CH3:13])=[O:8])[CH2:3][CH:4]([CH3:6])[CH3:5].[OH-].[Na+]. Product: [NH:1]([C:30]([CH3:32])=[O:31])[C@H:2]([C:7]([NH:9][C@H:10]([C:15]([NH:17][C@H:18]([C:26]([OH:28])=[O:27])[CH2:19][C:20]1[CH:21]=[CH:22][CH:23]=[CH:24][CH:25]=1)=[O:16])[CH2:11][CH:12]([CH3:13])[CH3:14])=[O:8])[CH2:3][CH:4]([CH3:6])[CH3:5]. The catalyst class is: 5.